The task is: Regression. Given a peptide amino acid sequence and an MHC pseudo amino acid sequence, predict their binding affinity value. This is MHC class I binding data.. This data is from Peptide-MHC class I binding affinity with 185,985 pairs from IEDB/IMGT. (1) The peptide sequence is SHAKVLVTF. The MHC is HLA-A01:01 with pseudo-sequence HLA-A01:01. The binding affinity (normalized) is 0.0847. (2) The peptide sequence is AEIMKICST. The MHC is HLA-B44:03 with pseudo-sequence HLA-B44:03. The binding affinity (normalized) is 0.134. (3) The peptide sequence is FSDGTWRDEY. The MHC is HLA-A26:01 with pseudo-sequence HLA-A26:01. The binding affinity (normalized) is 0. (4) The peptide sequence is RVLSFIKGTK. The MHC is HLA-A33:01 with pseudo-sequence HLA-A33:01. The binding affinity (normalized) is 0. (5) The peptide sequence is DIVNEHDIKY. The MHC is HLA-A33:01 with pseudo-sequence HLA-A33:01. The binding affinity (normalized) is 0.00748. (6) The peptide sequence is IMYNYPAML. The MHC is BoLA-D18.4 with pseudo-sequence BoLA-D18.4. The binding affinity (normalized) is 0.936. (7) The peptide sequence is YLVSSLSEI. The MHC is HLA-A02:01 with pseudo-sequence HLA-A02:01. The binding affinity (normalized) is 0.827.